From a dataset of Forward reaction prediction with 1.9M reactions from USPTO patents (1976-2016). Predict the product of the given reaction. (1) Given the reactants [Cl:1][C:2]1[C:3]2[N:4]([C:15](=[O:18])[NH:16][N:17]=2)[N:5]=[CH:6][C:7]=1[C:8]1[CH:13]=[CH:12][C:11]([Cl:14])=[CH:10][CH:9]=1.Br[CH2:20][C:21]1[CH:26]=[CH:25][C:24]([C:27]2[O:31][N:30]=[CH:29][CH:28]=2)=[CH:23][CH:22]=1.C([O-])([O-])=O.[K+].[K+], predict the reaction product. The product is: [O:31]1[C:27]([C:24]2[CH:25]=[CH:26][C:21]([CH2:20][N:16]3[C:15](=[O:18])[N:4]4[N:5]=[CH:6][C:7]([C:8]5[CH:13]=[CH:12][C:11]([Cl:14])=[CH:10][CH:9]=5)=[C:2]([Cl:1])[C:3]4=[N:17]3)=[CH:22][CH:23]=2)=[CH:28][CH:29]=[N:30]1. (2) Given the reactants O=[C:2]1[NH:10][C:9]2[C:4](=[N:5][C:6]([C:11]3[CH:12]=[N:13][N:14]4[CH:19]=[CH:18][C:17]([C:20]#[N:21])=[CH:16][C:15]=34)=[N:7][CH:8]=2)[N:3]1[CH:22]1[CH2:27][CH2:26][O:25][CH2:24][CH2:23]1.C(OC(OCC)OCC)C, predict the reaction product. The product is: [O:25]1[CH2:24][CH2:23][CH:22]([N:3]2[CH:2]=[N:10][C:9]3[C:4]2=[N:5][C:6]([C:11]2[CH:12]=[N:13][N:14]4[CH:19]=[CH:18][C:17]([C:20]#[N:21])=[CH:16][C:15]=24)=[N:7][CH:8]=3)[CH2:27][CH2:26]1. (3) Given the reactants Br[CH2:2][C:3]1[CH:8]=[CH:7][CH:6]=[CH:5][CH:4]=1.C(=O)([O-])[O-].[Cs+].[Cs+].[Cl:15][C:16]1[CH:17]=[C:18]([OH:25])[C:19]([N+:22]([O-:24])=[O:23])=[N:20][CH:21]=1, predict the reaction product. The product is: [CH2:2]([O:25][C:18]1[C:19]([N+:22]([O-:24])=[O:23])=[N:20][CH:21]=[C:16]([Cl:15])[CH:17]=1)[C:3]1[CH:8]=[CH:7][CH:6]=[CH:5][CH:4]=1. (4) Given the reactants [CH2:1]([O:4][C:5](=[O:14])[CH2:6][C:7]1[CH:12]=[CH:11][C:10]([OH:13])=[CH:9][CH:8]=1)[CH:2]=[CH2:3].[C:15]([O:19][C:20]([N:22]1[CH2:27][CH2:26][CH:25](O)[CH2:24][CH2:23]1)=[O:21])([CH3:18])([CH3:17])[CH3:16], predict the reaction product. The product is: [C:15]([O:19][C:20]([N:22]1[CH2:27][CH2:26][CH:25]([O:13][C:10]2[CH:9]=[CH:8][C:7]([CH2:6][C:5]([O:4][CH2:1][CH:2]=[CH2:3])=[O:14])=[CH:12][CH:11]=2)[CH2:24][CH2:23]1)=[O:21])([CH3:18])([CH3:16])[CH3:17]. (5) The product is: [Cl:1][C:2]1[CH:7]=[CH:6][C:5]([C:8]2[N:9]=[C:10]3[CH:15]=[CH:14][CH:13]=[CH:12][N:11]3[C:16]=2[CH2:17][N:18]2[CH:23]=[CH:22][C:21]([N:24]([CH3:29])[CH3:25])=[N:20][C:19]2=[O:27])=[CH:4][CH:3]=1. Given the reactants [Cl:1][C:2]1[CH:7]=[CH:6][C:5]([C:8]2[N:9]=[C:10]3[CH:15]=[CH:14][CH:13]=[CH:12][N:11]3[C:16]=2[CH2:17][N:18]2[CH:23]=[CH:22][C:21]([NH:24][CH2:25]C)=[N:20][C:19]2=[O:27])=[CH:4][CH:3]=1.Cl[C:29]1C=CN(CC2N3C=CC=CC3=NC=2C2C=CC(Cl)=CC=2)C(=O)N=1.CNC, predict the reaction product. (6) The product is: [NH:38]1[C:39]2[C:35](=[C:34]([C:2]3[N:11]=[CH:10][C:9]4[N:8]([S:12]([C:15]5[CH:21]=[CH:20][C:18]([CH3:19])=[CH:17][CH:16]=5)(=[O:14])=[O:13])[CH2:7][CH:6]5[CH2:22][O:23][CH2:24][CH2:25][N:5]5[C:4]=4[N:3]=3)[CH:42]=[CH:41][CH:40]=2)[CH:36]=[CH:37]1. Given the reactants Cl[C:2]1[N:11]=[CH:10][C:9]2[N:8]([S:12]([C:15]3[CH:21]=[CH:20][C:18]([CH3:19])=[CH:17][CH:16]=3)(=[O:14])=[O:13])[CH2:7][CH:6]3[CH2:22][O:23][CH2:24][CH2:25][N:5]3[C:4]=2[N:3]=1.CC1(C)C(C)(C)OB([C:34]2[CH:42]=[CH:41][CH:40]=[C:39]3[C:35]=2[CH:36]=[CH:37][NH:38]3)O1, predict the reaction product. (7) Given the reactants [Br:1][C:2]1[CH:7]=[C:6]([O:8]CC2C=CC=CC=2)[CH:5]=[C:4]([F:16])[CH:3]=1.CN(C)C1C=CC=CC=1.[Cl-].[Al+3].[Cl-].[Cl-], predict the reaction product. The product is: [Br:1][C:2]1[CH:7]=[C:6]([OH:8])[CH:5]=[C:4]([F:16])[CH:3]=1. (8) Given the reactants [NH:1]1[CH2:6][CH2:5][CH:4]([CH2:7][OH:8])[CH2:3][CH2:2]1.CCN(CC)CC.[C:16](Cl)(=[O:23])[C:17]1[CH:22]=[CH:21][CH:20]=[CH:19][CH:18]=1, predict the reaction product. The product is: [OH:8][CH2:7][CH:4]1[CH2:5][CH2:6][N:1]([C:16]([C:17]2[CH:22]=[CH:21][CH:20]=[CH:19][CH:18]=2)=[O:23])[CH2:2][CH2:3]1.